This data is from Full USPTO retrosynthesis dataset with 1.9M reactions from patents (1976-2016). The task is: Predict the reactants needed to synthesize the given product. Given the product [CH3:53][N:54]([CH3:55])[CH2:57][CH2:58][NH:59][C:60]([N:22]1[CH2:23][CH2:24][C:19]2[NH:18][C:17]([C:16]3[C:11]4[C:12](=[N:13][C:8]([C:6]5[CH:7]=[C:2]([F:1])[C:3]([OH:47])=[CH:4][C:5]=5[CH2:42][C:43]([F:44])([F:46])[F:45])=[N:9][C:10]=4[NH:26][CH2:27][C:28]4[CH:33]=[C:32]([OH:34])[CH:31]=[CH:30][C:29]=4[N:36]([CH3:41])[S:37]([CH3:40])(=[O:38])=[O:39])[NH:14][N:15]=3)=[N:25][C:20]=2[CH2:21]1)=[O:61], predict the reactants needed to synthesize it. The reactants are: [F:1][C:2]1[C:3]([O:47]C)=[CH:4][C:5]([CH2:42][C:43]([F:46])([F:45])[F:44])=[C:6]([C:8]2[N:13]=[C:12]3[NH:14][N:15]=[C:16]([C:17]4[NH:18][C:19]5[CH2:24][CH2:23][NH:22][CH2:21][C:20]=5[N:25]=4)[C:11]3=[C:10]([NH:26][CH2:27][C:28]3[CH:33]=[C:32]([O:34]C)[CH:31]=[CH:30][C:29]=3[N:36]([CH3:41])[S:37]([CH3:40])(=[O:39])=[O:38])[N:9]=2)[CH:7]=1.B(Br)(Br)Br.[CH3:53][NH:54][CH3:55].Br[CH2:57][CH2:58][N:59]=[C:60]=[O:61].